This data is from Reaction yield outcomes from USPTO patents with 853,638 reactions. The task is: Predict the reaction yield, written as a fraction of the theoretical maximum amount of product (1.0 means a 100% yield; for example, 0.34 means a 34% yield). (1) The reactants are [N:1]1[CH:6]=[CH:5][CH:4]=[CH:3][C:2]=1[C:7]1[O:11][CH:10]=[N:9][CH:8]=1.[C:12]1([CH2:18][CH:19]([O:27][Si:28]([CH:35]([CH3:37])[CH3:36])([CH:32]([CH3:34])[CH3:33])[CH:29]([CH3:31])[CH3:30])[CH2:20][CH2:21][CH2:22][CH2:23][C:24](O)=[O:25])[CH:17]=[CH:16][CH:15]=[CH:14][CH:13]=1. No catalyst specified. The product is [C:12]1([CH2:18][CH:19]([O:27][Si:28]([CH:35]([CH3:37])[CH3:36])([CH:32]([CH3:34])[CH3:33])[CH:29]([CH3:30])[CH3:31])[CH2:20][CH2:21][CH2:22][CH2:23][C:24]([C:10]2[O:11][C:7]([C:2]3[CH:3]=[CH:4][CH:5]=[CH:6][N:1]=3)=[CH:8][N:9]=2)=[O:25])[CH:17]=[CH:16][CH:15]=[CH:14][CH:13]=1. The yield is 0.260. (2) The reactants are Br[C:2]1[C:3]2[N:4]([N:8]=[C:9]([NH:11][C:12]3[CH:28]=[CH:27][C:15]([C:16]([N:18]([CH3:26])[CH:19]4[CH2:24][CH2:23][N:22]([CH3:25])[CH2:21][CH2:20]4)=[O:17])=[CH:14][CH:13]=3)[N:10]=2)[CH:5]=[CH:6][CH:7]=1.CC1(C)C(C)(C)OB([C:37]2[CH2:42][CH2:41][N:40]([C:43]([O:45][C:46]([CH3:49])([CH3:48])[CH3:47])=[O:44])[CH2:39][CH:38]=2)O1.C(=O)([O-])[O-].[Na+].[Na+]. The catalyst is O1CCOCC1.C1C=CC(P(C2C=CC=CC=2)[C-]2C=CC=C2)=CC=1.C1C=CC(P(C2C=CC=CC=2)[C-]2C=CC=C2)=CC=1.Cl[Pd]Cl.[Fe+2]. The product is [CH3:26][N:18]([CH:19]1[CH2:24][CH2:23][N:22]([CH3:25])[CH2:21][CH2:20]1)[C:16]([C:15]1[CH:27]=[CH:28][C:12]([NH:11][C:9]2[N:10]=[C:3]3[C:2]([C:37]4[CH2:42][CH2:41][N:40]([C:43]([O:45][C:46]([CH3:49])([CH3:48])[CH3:47])=[O:44])[CH2:39][CH:38]=4)=[CH:7][CH:6]=[CH:5][N:4]3[N:8]=2)=[CH:13][CH:14]=1)=[O:17]. The yield is 0.720. (3) The reactants are [N:1]1[C:10]2[C:5](=[CH:6][CH:7]=[CH:8][CH:9]=2)[CH:4]=[CH:3][C:2]=1[N:11]1[CH2:14][CH:13]([C:15]2[C:16]([C:21]3[CH:22]=[C:23]([CH:26]=[CH:27][CH:28]=3)[C:24]#[N:25])=[N:17][CH:18]=[CH:19][N:20]=2)[CH2:12]1.[OH-].[K+].CC([OH:35])(C)C. The catalyst is O. The product is [N:1]1[C:10]2[C:5](=[CH:6][CH:7]=[CH:8][CH:9]=2)[CH:4]=[CH:3][C:2]=1[N:11]1[CH2:14][CH:13]([C:15]2[C:16]([C:21]3[CH:22]=[C:23]([CH:26]=[CH:27][CH:28]=3)[C:24]([NH2:25])=[O:35])=[N:17][CH:18]=[CH:19][N:20]=2)[CH2:12]1. The yield is 0.990. (4) The reactants are Cl[C:2]1[CH:7]=[C:6]([CH2:8][O:9][CH:10]2[CH2:15][CH2:14][CH2:13][CH2:12][O:11]2)[CH:5]=[CH:4][N:3]=1.[NH:16]1[CH2:21][CH2:20][NH:19][CH2:18][CH2:17]1. The catalyst is CCN(C(C)C)C(C)C.O. The product is [O:11]1[CH2:12][CH2:13][CH2:14][CH2:15][CH:10]1[O:9][CH2:8][C:6]1[CH:5]=[CH:4][N:3]=[C:2]([N:16]2[CH2:21][CH2:20][NH:19][CH2:18][CH2:17]2)[CH:7]=1. The yield is 0.800. (5) The reactants are [F:1][C:2]1[CH:7]=[C:6]([I:8])[CH:5]=[CH:4][C:3]=1[NH:9][C:10]1[N:15]([CH3:16])[C:14](=[O:17])[C:13]2[CH2:18][CH2:19][CH2:20][C:12]=2[C:11]=1[C:21]([NH:23][NH2:24])=[O:22].[N:25]#[C:26]Br.C([O-])(O)=O.[Na+]. The catalyst is O1CCOCC1.O. The product is [NH2:25][C:26]1[O:22][C:21]([C:11]2[C:12]3[CH2:20][CH2:19][CH2:18][C:13]=3[C:14](=[O:17])[N:15]([CH3:16])[C:10]=2[NH:9][C:3]2[CH:4]=[CH:5][C:6]([I:8])=[CH:7][C:2]=2[F:1])=[N:23][N:24]=1. The yield is 0.370. (6) The reactants are Cl[C:2]1[N:7]=[CH:6][N:5]=[C:4]([O:8][CH:9]2[CH2:14][CH2:13][N:12]([C:15]([O:17][CH:18]([CH3:20])[CH3:19])=[O:16])[CH2:11][CH2:10]2)[CH:3]=1.OC1C2CN(C(OC(C)C)=O)CC1COC2.[CH3:37][N:38]1[C:42]2[CH2:43][NH:44][CH2:45][C:41]=2[CH:40]=[N:39]1.C(=O)([O-])[O-].[Cs+].[Cs+]. The catalyst is CN1CCCC1=O.O. The product is [CH3:37][N:38]1[C:42]2[CH2:43][N:44]([C:2]3[N:7]=[CH:6][N:5]=[C:4]([O:8][CH:9]4[CH2:14][CH2:13][N:12]([C:15]([O:17][CH:18]([CH3:20])[CH3:19])=[O:16])[CH2:11][CH2:10]4)[CH:3]=3)[CH2:45][C:41]=2[CH:40]=[N:39]1. The yield is 0.140. (7) The reactants are [F:1][C:2]1[CH:7]=[C:6]([F:8])[CH:5]=[CH:4][C:3]=1[N:9]1[C:13]2=[N:14][CH:15]=[CH:16][C:17](B(O)O)=[C:12]2[CH:11]=[N:10]1.Br[C:22]1[C:23]([NH2:28])=[N:24][CH:25]=[N:26][CH:27]=1.C(=O)([O-])[O-].[Na+].[Na+]. The catalyst is [Pd].C1(P(C2C=CC=CC=2)C2C=CC=CC=2)C=CC=CC=1.C1(P(C2C=CC=CC=2)C2C=CC=CC=2)C=CC=CC=1.C1(P(C2C=CC=CC=2)C2C=CC=CC=2)C=CC=CC=1.C1(P(C2C=CC=CC=2)C2C=CC=CC=2)C=CC=CC=1.CCO.COCCOC.O. The product is [F:1][C:2]1[CH:7]=[C:6]([F:8])[CH:5]=[CH:4][C:3]=1[N:9]1[C:13]2=[N:14][CH:15]=[CH:16][C:17]([C:22]3[C:23]([NH2:28])=[N:24][CH:25]=[N:26][CH:27]=3)=[C:12]2[CH:11]=[N:10]1. The yield is 0.323. (8) The reactants are C[O:2][C:3]([C:5]1[CH:10]=[CH:9][C:8]([C:11]2[CH:16]=[CH:15][C:14]([C:17]([O:19]C)=[O:18])=[CH:13][C:12]=2[I:21])=[C:7]([I:22])[CH:6]=1)=[O:4].[OH-].[K+].O. The catalyst is C1COCC1. The product is [I:21][C:12]1[CH:13]=[C:14]([C:17]([OH:19])=[O:18])[CH:15]=[CH:16][C:11]=1[C:8]1[CH:9]=[CH:10][C:5]([C:3]([OH:4])=[O:2])=[CH:6][C:7]=1[I:22]. The yield is 0.890.